From a dataset of Forward reaction prediction with 1.9M reactions from USPTO patents (1976-2016). Predict the product of the given reaction. (1) Given the reactants [Cl:1][C:2]1[CH:3]=[C:4]([NH:9][C:10]2[N:15]=[C:14]([NH:16][CH2:17][CH2:18][CH2:19][O:20][CH3:21])[C:13]([C:22](=[S:24])[NH2:23])=[CH:12][N:11]=2)[CH:5]=[CH:6][C:7]=1[F:8].O.O.O.O.O.O.O.S([O-])([O-])(=O)=O.[Mg+2].Br[CH2:39][C:40]([C:42]1[O:46][N:45]=[C:44]([C:47]([O:49][CH2:50][CH3:51])=[O:48])[CH:43]=1)=O, predict the reaction product. The product is: [Cl:1][C:2]1[CH:3]=[C:4]([NH:9][C:10]2[N:15]=[C:14]([NH:16][CH2:17][CH2:18][CH2:19][O:20][CH3:21])[C:13]([C:22]3[S:24][CH:39]=[C:40]([C:42]4[O:46][N:45]=[C:44]([C:47]([O:49][CH2:50][CH3:51])=[O:48])[CH:43]=4)[N:23]=3)=[CH:12][N:11]=2)[CH:5]=[CH:6][C:7]=1[F:8]. (2) Given the reactants Cl[C:2]1[N:17]=[CH:16][C:15]([F:18])=[CH:14][C:3]=1[C:4]([NH:6][C@H:7]1[CH2:12][CH2:11][C@H:10]([OH:13])[CH2:9][CH2:8]1)=[O:5].[CH3:19][S:20][C:21]1[CH:22]=[C:23]([OH:27])[CH:24]=[CH:25][CH:26]=1.C(=O)([O-])[O-].[Cs+].[Cs+], predict the reaction product. The product is: [F:18][C:15]1[CH:16]=[N:17][C:2]([O:27][C:23]2[CH:24]=[CH:25][CH:26]=[C:21]([S:20][CH3:19])[CH:22]=2)=[C:3]([CH:14]=1)[C:4]([NH:6][C@H:7]1[CH2:12][CH2:11][C@H:10]([OH:13])[CH2:9][CH2:8]1)=[O:5]. (3) Given the reactants [C:1]([C:3]1[C:4]([C:23]2[CH:28]=[CH:27][C:26]([CH3:29])=[CH:25][CH:24]=2)=[C:5]([C:14]2[O:15][CH2:16][CH:17]([C:19]([O:21][CH3:22])=[O:20])[N:18]=2)[C:6]([CH3:13])=[N:7][C:8]=1[CH2:9][CH:10]([CH3:12])[CH3:11])#[N:2].C1CCN2C(=NCCC2)CC1.BrC(Cl)(Cl)Cl, predict the reaction product. The product is: [C:1]([C:3]1[C:4]([C:23]2[CH:28]=[CH:27][C:26]([CH3:29])=[CH:25][CH:24]=2)=[C:5]([C:14]2[O:15][CH:16]=[C:17]([C:19]([O:21][CH3:22])=[O:20])[N:18]=2)[C:6]([CH3:13])=[N:7][C:8]=1[CH2:9][CH:10]([CH3:11])[CH3:12])#[N:2]. (4) Given the reactants [N:1]1[CH:6]=[C:5]([O:7][C:8]2[CH:15]=[CH:14][C:11]([CH:12]=O)=[CH:10][CH:9]=2)[CH:4]=[N:3][CH:2]=1.[C:16]([S@:20]([NH2:22])=[O:21])([CH3:19])([CH3:18])[CH3:17], predict the reaction product. The product is: [CH3:17][C:16]([S@:20](/[N:22]=[CH:12]/[C:11]1[CH:14]=[CH:15][C:8]([O:7][C:5]2[CH:6]=[N:1][CH:2]=[N:3][CH:4]=2)=[CH:9][CH:10]=1)=[O:21])([CH3:19])[CH3:18]. (5) Given the reactants [N:1]1[CH:6]=[CH:5][C:4]([P:7](=[O:14])([O:11][CH2:12][CH3:13])[O:8][CH2:9][CH3:10])=[CH:3][CH:2]=1.[ClH:15], predict the reaction product. The product is: [ClH:15].[NH:1]1[CH2:2][CH2:3][CH:4]([P:7](=[O:14])([O:8][CH2:9][CH3:10])[O:11][CH2:12][CH3:13])[CH2:5][CH2:6]1. (6) Given the reactants C([O:3][C:4](=[O:31])[CH2:5][S:6][C:7]1[S:11][C:10]([NH:12][C:13]([N:15]([C:22]2[CH:27]=[CH:26][C:25]([F:28])=[C:24]([O:29][CH3:30])[CH:23]=2)CC2CCCC2)=[O:14])=[N:9][CH:8]=1)C.[CH:32]1(N(C2C=CC(S(C)(=O)=O)=CC=2)C(=O)N(C)C2SC=C(CC(O)=O)N=2)[CH2:36][CH2:35][CH2:34][CH2:33]1.[CH:61]1(CNC2C=CC(F)=C(OC)C=2)CCCC1.C(OC(=O)CSC1SC(N)=NC=1)C, predict the reaction product. The product is: [CH:32]1([N:15]([C:22]2[CH:27]=[CH:26][C:25]([F:28])=[C:24]([O:29][CH3:30])[CH:23]=2)[C:13](=[O:14])[N:12]([CH3:61])[C:10]2[S:11][C:7]([S:6][CH2:5][C:4]([OH:3])=[O:31])=[CH:8][N:9]=2)[CH2:36][CH2:35][CH2:34][CH2:33]1. (7) The product is: [F:1][C:2]1[C:7]([C:8]([C:10]2[S:11][CH:12]=[CH:13][CH:14]=2)=[O:9])=[CH:6][CH:5]=[CH:4][N:3]=1. Given the reactants [F:1][C:2]1[C:7]([CH:8]([C:10]2[S:11][CH:12]=[CH:13][CH:14]=2)[OH:9])=[CH:6][CH:5]=[CH:4][N:3]=1, predict the reaction product. (8) The product is: [Cl:1][C:2]1[CH:7]=[CH:6][CH:5]=[CH:4][C:3]=1[S:8]([N:11]1[CH2:16][CH2:15][CH2:14][CH:13]([C:17]([N:20]2[CH2:25][CH2:24][O:23][CH2:22][CH2:21]2)=[O:19])[CH2:12]1)(=[O:9])=[O:10]. Given the reactants [Cl:1][C:2]1[CH:7]=[CH:6][CH:5]=[CH:4][C:3]=1[S:8]([N:11]1[CH2:16][CH2:15][CH2:14][C@@H:13]([C:17]([OH:19])=O)[CH2:12]1)(=[O:10])=[O:9].[NH:20]1[CH2:25][CH2:24][O:23][CH2:22][CH2:21]1, predict the reaction product. (9) The product is: [C:4]([O:8][C:9]([N:11]1[CH2:16][CH2:15][C:14]2([N:17]=[C:18]([CH:20]3[CH2:25][CH2:24][CH:23]([CH2:26][CH2:27][C:28]([F:31])([F:30])[F:29])[CH2:22][CH2:21]3)[NH:33][C:32]2=[O:34])[CH2:13][CH2:12]1)=[O:10])([CH3:7])([CH3:6])[CH3:5]. Given the reactants O[Li].O.[C:4]([O:8][C:9]([N:11]1[CH2:16][CH2:15][C:14]([C:32](=[O:34])[NH2:33])([NH:17][C:18]([CH:20]2[CH2:25][CH2:24][CH:23]([CH2:26][CH2:27][C:28]([F:31])([F:30])[F:29])[CH2:22][CH2:21]2)=O)[CH2:13][CH2:12]1)=[O:10])([CH3:7])([CH3:6])[CH3:5].[Cl-].[NH4+], predict the reaction product. (10) Given the reactants [CH3:1][C:2]1[S:13][C:5]2[N:6]=[C:7]([O:11][CH3:12])[CH:8]=[C:9]([NH2:10])[C:4]=2[C:3]=1[C:14]1[CH:19]=[CH:18][CH:17]=[C:16]([O:20][CH3:21])[CH:15]=1.[Li+].C[Si]([N-][Si](C)(C)C)(C)C.[Cl:32][C:33]1[CH:34]=[C:35]([S:39](Cl)(=[O:41])=[O:40])[CH:36]=[CH:37][CH:38]=1, predict the reaction product. The product is: [Cl:32][C:33]1[CH:34]=[C:35]([S:39]([NH:10][C:9]2[CH:8]=[C:7]([O:11][CH3:12])[N:6]=[C:5]3[S:13][C:2]([CH3:1])=[C:3]([C:14]4[CH:19]=[CH:18][CH:17]=[C:16]([O:20][CH3:21])[CH:15]=4)[C:4]=23)(=[O:41])=[O:40])[CH:36]=[CH:37][CH:38]=1.